Dataset: Forward reaction prediction with 1.9M reactions from USPTO patents (1976-2016). Task: Predict the product of the given reaction. (1) Given the reactants [C:1]([C:7]1[CH:15]=[CH:14][CH:13]=[CH:12][C:8]=1[C:9]([O-:11])=[O:10])(=[O:6])[CH2:2][CH2:3][CH2:4][CH3:5].[Na+].[Cl-].[Cl-].[Zn+2:19].[Na], predict the reaction product. The product is: [C:1]([C:7]1[CH:15]=[CH:14][CH:13]=[CH:12][C:8]=1[C:9]([O-:11])=[O:10])(=[O:6])[CH2:2][CH2:3][CH2:4][CH3:5].[Zn+2:19].[C:1]([C:7]1[CH:15]=[CH:14][CH:13]=[CH:12][C:8]=1[C:9]([O-:11])=[O:10])(=[O:6])[CH2:2][CH2:3][CH2:4][CH3:5]. (2) Given the reactants [C:1]([O:5][C:6]([N:8]1[C:17]2[C:12](=[CH:13][CH:14]=[C:15]([N+:18]([O-])=O)[CH:16]=2)[C:11]([CH3:22])([CH3:21])[CH2:10][CH2:9]1)=[O:7])([CH3:4])([CH3:3])[CH3:2], predict the reaction product. The product is: [NH2:18][C:15]1[CH:16]=[C:17]2[C:12]([C:11]([CH3:22])([CH3:21])[CH2:10][CH2:9][N:8]2[C:6]([O:5][C:1]([CH3:4])([CH3:3])[CH3:2])=[O:7])=[CH:13][CH:14]=1. (3) Given the reactants Cl[C:2]1[C:7]([C:8]([O:10][CH2:11][CH3:12])=[O:9])=[CH:6][N:5]=[C:4]([S:13][CH3:14])[N:3]=1.[CH3:15][C:16]1[CH:17]=[C:18]([CH:21]=[CH:22][C:23]=1[O:24][CH3:25])[CH2:19][NH2:20].C(N(CC)CC)C, predict the reaction product. The product is: [CH3:25][O:24][C:23]1[CH:22]=[CH:21][C:18]([CH2:19][NH:20][C:2]2[C:7]([C:8]([O:10][CH2:11][CH3:12])=[O:9])=[CH:6][N:5]=[C:4]([S:13][CH3:14])[N:3]=2)=[CH:17][C:16]=1[CH3:15]. (4) Given the reactants [Cl:1][C:2]1[C:7]([Cl:8])=[CH:6][C:5]([N:9]2[CH2:14][CH2:13][NH:12][CH2:11][CH2:10]2)=[C:4]([N+:15]([O-:17])=[O:16])[CH:3]=1.CCN(C(C)C)C(C)C.Br[CH2:28][CH2:29][C:30]([F:33])([F:32])[F:31], predict the reaction product. The product is: [Cl:1][C:2]1[C:7]([Cl:8])=[CH:6][C:5]([N:9]2[CH2:14][CH2:13][N:12]([CH2:28][CH2:29][C:30]([F:33])([F:32])[F:31])[CH2:11][CH2:10]2)=[C:4]([N+:15]([O-:17])=[O:16])[CH:3]=1.